This data is from Peptide-MHC class I binding affinity with 185,985 pairs from IEDB/IMGT. The task is: Regression. Given a peptide amino acid sequence and an MHC pseudo amino acid sequence, predict their binding affinity value. This is MHC class I binding data. (1) The peptide sequence is FLIVSLCPT. The MHC is HLA-A68:02 with pseudo-sequence HLA-A68:02. The binding affinity (normalized) is 0.248. (2) The peptide sequence is FPFKQAAAF. The MHC is Mamu-A2201 with pseudo-sequence Mamu-A2201. The binding affinity (normalized) is 1.00. (3) The peptide sequence is AQLQAVPGA. The MHC is HLA-A02:06 with pseudo-sequence HLA-A02:06. The binding affinity (normalized) is 0.915. (4) The peptide sequence is KRFLNGAKY. The MHC is HLA-B57:01 with pseudo-sequence HLA-B57:01. The binding affinity (normalized) is 0.0847.